Dataset: Forward reaction prediction with 1.9M reactions from USPTO patents (1976-2016). Task: Predict the product of the given reaction. (1) Given the reactants [Cl:1][C:2]1[N:7]=[C:6]([Cl:8])[C:5]([CH:9]=[O:10])=[C:4]([NH:11][C:12]2[CH:17]=[CH:16][CH:15]=[CH:14][C:13]=2[S:18]([CH:21]([CH3:23])[CH3:22])(=[O:20])=[O:19])[N:3]=1.[CH3:24][Mg]Br.[NH4+].[Cl-], predict the reaction product. The product is: [Cl:1][C:2]1[N:7]=[C:6]([Cl:8])[C:5]([CH:9]([OH:10])[CH3:24])=[C:4]([NH:11][C:12]2[CH:17]=[CH:16][CH:15]=[CH:14][C:13]=2[S:18]([CH:21]([CH3:23])[CH3:22])(=[O:20])=[O:19])[N:3]=1. (2) Given the reactants [Cl:1][C:2]1[N:3]=[C:4]([NH:12][C:13]2[CH:18]=[CH:17][C:16]([N:19]3[CH2:24][CH2:23][N:22]([CH3:25])[CH2:21][CH2:20]3)=[CH:15][CH:14]=2)[C:5]([C:8](OC)=[O:9])=[N:6][CH:7]=1.Cl.[CH3:27][O:28][NH2:29].C[Si](C)(C)[N-][Si](C)(C)C.[Li+].C(=O)([O-])O.[Na+], predict the reaction product. The product is: [Cl:1][C:2]1[N:3]=[C:4]([NH:12][C:13]2[CH:18]=[CH:17][C:16]([N:19]3[CH2:24][CH2:23][N:22]([CH3:25])[CH2:21][CH2:20]3)=[CH:15][CH:14]=2)[C:5]([C:8]([NH:29][O:28][CH3:27])=[O:9])=[N:6][CH:7]=1. (3) Given the reactants [N:1]1[CH:6]=[CH:5][CH:4]=[C:3]([NH:7][C:8](=[O:15])OCC(Cl)(Cl)Cl)[N:2]=1.[F:16][C:17]1[CH:22]=[C:21]([F:23])[CH:20]=[CH:19][C:18]=1[C:24]1[CH:29]=[CH:28][CH:27]=[C:26]([N:30]2[CH2:35][CH2:34][NH:33][CH2:32][CH2:31]2)[CH:25]=1, predict the reaction product. The product is: [F:16][C:17]1[CH:22]=[C:21]([F:23])[CH:20]=[CH:19][C:18]=1[C:24]1[CH:29]=[CH:28][CH:27]=[C:26]([N:30]2[CH2:31][CH2:32][N:33]([C:8]([NH:7][C:3]3[N:2]=[N:1][CH:6]=[CH:5][CH:4]=3)=[O:15])[CH2:34][CH2:35]2)[CH:25]=1.